From a dataset of Catalyst prediction with 721,799 reactions and 888 catalyst types from USPTO. Predict which catalyst facilitates the given reaction. (1) Reactant: [N:1]([CH2:4][CH:5]([OH:29])[CH2:6][O:7][C:8]1([CH3:28])[C:16]2[C:17]([O:26][CH3:27])=[N:18][C:19]3[C:24]([C:15]=2[C:14]2[C:9]1=[CH:10][CH:11]=[CH:12][CH:13]=2)=[CH:23][C:22]([Br:25])=[CH:21][CH:20]=3)=[N+]=[N-].[C:30]1(P(C2C=CC=CC=2)C2C=CC=CC=2)C=CC=CC=1.[CH3:49][O:50][C:51]1[CH:56]=[CH:55][CH:54]=[CH:53][C:52]=1[N:57]=[C:58]=O. Product: [Br:25][C:22]1[CH:23]=[C:24]2[C:19](=[CH:20][CH:21]=1)[N:18]=[C:17]([O:26][CH3:27])[C:16]1[C:8]([CH3:28])([O:7][CH2:6][CH:5]([O:29][CH3:30])[CH2:4][N:1]=[C:58]=[N:57][C:52]3[CH:53]=[CH:54][CH:55]=[CH:56][C:51]=3[O:50][CH3:49])[C:9]3[C:14]([C:15]2=1)=[CH:13][CH:12]=[CH:11][CH:10]=3. The catalyst class is: 4. (2) Reactant: [F:1][C:2]1[CH:3]=[C:4]2[C:9]3=[C:10]([N:12]=[C:13]([CH2:14][N:15]4[CH2:20][CH2:19][CH:18]([C:21]5[CH:26]=[CH:25][C:24]([F:27])=[CH:23][CH:22]=5)[CH2:17][CH2:16]4)[N:8]3[CH2:7][CH2:6][C:5]2(OC)[O:28]C)[CH:11]=1. Product: [F:1][C:2]1[CH:3]=[C:4]2[CH:9]3[CH:10]([N:12]=[C:13]([CH2:14][N:15]4[CH2:16][CH2:17][CH:18]([C:21]5[CH:26]=[CH:25][C:24]([F:27])=[CH:23][CH:22]=5)[CH2:19][CH2:20]4)[N:8]3[CH2:7][CH2:6][C:5]2=[O:28])[CH:11]=1. The catalyst class is: 67. (3) Reactant: [CH3:1][N:2]([CH2:4][C:5]1([C:11]2[CH:16]=[CH:15][C:14]([OH:17])=[CH:13][CH:12]=2)[CH2:10][CH2:9][O:8][CH2:7][CH2:6]1)[CH3:3].Cl.[CH:19]([N:32]1[CH2:35][CH:34]([CH2:36]Cl)[CH2:33]1)([C:26]1[CH:31]=[CH:30][CH:29]=[CH:28][CH:27]=1)[C:20]1[CH:25]=[CH:24][CH:23]=[CH:22][CH:21]=1.CN(C)C=O.C(=O)([O-])[O-].[K+].[K+]. Product: [CH:19]([N:32]1[CH2:35][CH:34]([CH2:36][O:17][C:14]2[CH:15]=[CH:16][C:11]([C:5]3([CH2:4][N:2]([CH3:1])[CH3:3])[CH2:6][CH2:7][O:8][CH2:9][CH2:10]3)=[CH:12][CH:13]=2)[CH2:33]1)([C:26]1[CH:27]=[CH:28][CH:29]=[CH:30][CH:31]=1)[C:20]1[CH:21]=[CH:22][CH:23]=[CH:24][CH:25]=1. The catalyst class is: 13. (4) Reactant: [CH3:1][Si:2]([CH3:9])([CH3:8])[CH:3]=[CH:4][C:5]([OH:7])=[O:6].[CH2:10](O)[C:11]1[CH:16]=[CH:15][CH:14]=[CH:13][CH:12]=1.C1(N=C=NC2CCCCC2)CCCCC1.Cl. Product: [CH3:1][Si:2]([CH3:9])([CH3:8])[CH:3]=[CH:4][C:5]([O:7][CH2:10][C:11]1[CH:16]=[CH:15][CH:14]=[CH:13][CH:12]=1)=[O:6]. The catalyst class is: 112. (5) Reactant: [CH2:1]([OH:4])[CH2:2][OH:3].N1C=CC=CC=1.[F:11][C:12]([F:25])([F:24])[S:13](O[S:13]([C:12]([F:25])([F:24])[F:11])(=[O:15])=[O:14])(=[O:15])=[O:14]. Product: [F:11][C:12]([F:25])([F:24])[S:13]([O:3][CH2:2][CH2:1][O:4][S:13]([C:12]([F:11])([F:24])[F:25])(=[O:14])=[O:15])(=[O:15])=[O:14]. The catalyst class is: 4.